This data is from Forward reaction prediction with 1.9M reactions from USPTO patents (1976-2016). The task is: Predict the product of the given reaction. (1) Given the reactants Cl.[Cl:2][C:3]1[CH:22]=[CH:21][C:6]([CH:7]=[C:8]2[CH2:13][CH2:12][N:11](C(OC(C)(C)C)=O)[CH2:10][CH2:9]2)=[CH:5][CH:4]=1, predict the reaction product. The product is: [ClH:2].[Cl:2][C:3]1[CH:4]=[CH:5][C:6]([CH:7]=[C:8]2[CH2:9][CH2:10][NH:11][CH2:12][CH2:13]2)=[CH:21][CH:22]=1. (2) Given the reactants C(Cl)(=O)C(Cl)=O.CS(C)=O.[Cl:11][C:12]1[CH:17]=[CH:16][C:15]([C:18]2[CH:23]=[CH:22][N:21]3[C:24](=[O:40])[N:25]([CH2:27][C:28]4[C:29]([CH2:38][OH:39])=[N:30][C:31]([C:34]([F:37])([F:36])[F:35])=[CH:32][CH:33]=4)[N:26]=[C:20]3[C:19]=2[C:41]2[CH:46]=[CH:45][N:44]=[CH:43][CH:42]=2)=[CH:14][CH:13]=1.C(N(CC)CC)C, predict the reaction product. The product is: [Cl:11][C:12]1[CH:13]=[CH:14][C:15]([C:18]2[CH:23]=[CH:22][N:21]3[C:24](=[O:40])[N:25]([CH2:27][C:28]4[C:29]([CH:38]=[O:39])=[N:30][C:31]([C:34]([F:36])([F:37])[F:35])=[CH:32][CH:33]=4)[N:26]=[C:20]3[C:19]=2[C:41]2[CH:42]=[CH:43][N:44]=[CH:45][CH:46]=2)=[CH:16][CH:17]=1. (3) Given the reactants [C:1]([O:5][C:6]([NH:8][C:9]1[C:14]([O:15][CH3:16])=[CH:13][C:12]([CH2:17][CH:18](OC(=O)C(F)(F)F)[C:19]2[C:20]([O:26][CH3:27])=[N:21][CH:22]=[CH:23][C:24]=2[I:25])=[C:11]([N+:35]([O-:37])=[O:36])[CH:10]=1)=[O:7])([CH3:4])([CH3:3])[CH3:2].O, predict the reaction product. The product is: [C:1]([O:5][C:6](=[O:7])[NH:8][C:9]1[CH:10]=[C:11]([N+:35]([O-:37])=[O:36])[C:12](/[CH:17]=[CH:18]/[C:19]2[C:20]([O:26][CH3:27])=[N:21][CH:22]=[CH:23][C:24]=2[I:25])=[CH:13][C:14]=1[O:15][CH3:16])([CH3:3])([CH3:4])[CH3:2]. (4) Given the reactants [CH2:1]([O:3][C:4]([C@@H:6]1[CH2:15][C@@H:14]2[C@@H:9]([CH2:10][CH2:11][C@H:12]([CH2:16][N:17]3[CH:21]=[C:20]([C:22]([O:24][CH2:25][CH3:26])=[O:23])[N:19]=[CH:18]3)[CH2:13]2)[CH2:8][N:7]1C(OC)=O)=[O:5])[CH3:2].C[Si](I)(C)C, predict the reaction product. The product is: [CH2:1]([O:3][C:4]([C@@H:6]1[CH2:15][C@@H:14]2[C@@H:9]([CH2:10][CH2:11][C@H:12]([CH2:16][N:17]3[CH:21]=[C:20]([C:22]([O:24][CH2:25][CH3:26])=[O:23])[N:19]=[CH:18]3)[CH2:13]2)[CH2:8][NH:7]1)=[O:5])[CH3:2]. (5) Given the reactants [CH2:1]([O:8][C@H:9]1[C@H:14]([O:15][CH2:16][C:17]2[CH:22]=[CH:21][CH:20]=[CH:19][CH:18]=2)[C@H:13]([O:23][CH2:24][C:25]2[CH:30]=[CH:29][CH:28]=[CH:27][CH:26]=2)[C@H:12]([CH3:31])[O:11][C@H:10]1C(C)CC(O)=O)[C:2]1[CH:7]=[CH:6][CH:5]=[CH:4][CH:3]=1, predict the reaction product. The product is: [CH2:1]([O:8][C@H:9]1[C@H:14]([O:15][CH2:16][C:17]2[CH:22]=[CH:21][CH:20]=[CH:19][CH:18]=2)[C@H:13]([O:23][CH2:24][C:25]2[CH:30]=[CH:29][CH:28]=[CH:27][CH:26]=2)[C@H:12]([CH3:31])[O:11][C@H:10]1[CH2:4][CH2:3][CH2:2][CH2:1][OH:8])[C:2]1[CH:3]=[CH:4][CH:5]=[CH:6][CH:7]=1. (6) The product is: [Br:1][C:2]1[S:6][C:5]([CH3:7])=[C:4]([S:8]([NH:25][CH:22]2[CH2:23][CH2:24][S:19](=[O:27])(=[O:26])[CH2:20][CH2:21]2)(=[O:10])=[O:9])[CH:3]=1. Given the reactants [Br:1][C:2]1[S:6][C:5]([CH3:7])=[C:4]([S:8](Cl)(=[O:10])=[O:9])[CH:3]=1.C(N(CC)CC)C.[S:19]1(=[O:27])(=[O:26])[CH2:24][CH2:23][CH:22]([NH2:25])[CH2:21][CH2:20]1, predict the reaction product. (7) Given the reactants COC1C=CC(C[NH:8][C:9]2[CH:10]=[C:11]([CH:14]=[CH:15][N:16]=2)[C:12]#[N:13])=CC=1, predict the reaction product. The product is: [NH2:8][C:9]1[CH:10]=[C:11]([CH:14]=[CH:15][N:16]=1)[C:12]#[N:13].